From a dataset of Peptide-MHC class I binding affinity with 185,985 pairs from IEDB/IMGT. Regression. Given a peptide amino acid sequence and an MHC pseudo amino acid sequence, predict their binding affinity value. This is MHC class I binding data. (1) The peptide sequence is LLSCLGCKIL. The MHC is HLA-A02:01 with pseudo-sequence HLA-A02:01. The binding affinity (normalized) is 0.149. (2) The peptide sequence is ITMIPHYYY. The binding affinity (normalized) is 0.197. The MHC is HLA-B27:05 with pseudo-sequence HLA-B27:05.